Dataset: Catalyst prediction with 721,799 reactions and 888 catalyst types from USPTO. Task: Predict which catalyst facilitates the given reaction. (1) Reactant: Br[CH:2]([C:4]1[CH:5]=[C:6]([C:21]([N:23]([CH3:25])[CH3:24])=[O:22])[CH:7]=[C:8]2[C:13]=1[O:12][C:11]([N:14]1[CH2:19][CH2:18][O:17][CH2:16][CH2:15]1)=[CH:10][C:9]2=[O:20])[CH3:3].C(N(CC)C1C=CC=CC=1)C.[C:37]([C:39]1[CH:40]=[C:41]([CH:44]=[C:45]([F:47])[CH:46]=1)[NH:42][CH3:43])#[CH:38]. Product: [C:37]([C:39]1[CH:40]=[C:41]([N:42]([CH3:43])[CH:2]([C:4]2[CH:5]=[C:6]([C:21]([N:23]([CH3:25])[CH3:24])=[O:22])[CH:7]=[C:8]3[C:13]=2[O:12][C:11]([N:14]2[CH2:19][CH2:18][O:17][CH2:16][CH2:15]2)=[CH:10][C:9]3=[O:20])[CH3:3])[CH:44]=[C:45]([F:47])[CH:46]=1)#[CH:38]. The catalyst class is: 3. (2) Reactant: FC(F)(F)C(O)=O.[F:8][C:9]1[CH:14]=[C:13]([N+:15]([O-])=O)[CH:12]=[CH:11][C:10]=1[O:18][CH:19]1[CH2:24][CH2:23][NH:22][CH2:21][CH2:20]1.[BH4-].[Na+]. Product: [F:8][C:9]1[CH:14]=[C:13]([NH2:15])[CH:12]=[CH:11][C:10]=1[O:18][CH:19]1[CH2:20][CH2:21][NH:22][CH2:23][CH2:24]1. The catalyst class is: 652. (3) The catalyst class is: 23. Product: [C:33]([C:28]1[CH:29]=[CH:30][C:25]([C:23]2[N:24]=[C:20]3[N:19]=[CH:18][CH:17]=[C:16]([C:8]4[CH:9]=[CH:10][C:11]([O:12][CH:13]([F:15])[F:14])=[C:6]([O:5][CH2:4][CH:1]5[CH2:3][CH2:2]5)[CH:7]=4)[N:21]3[N:22]=2)=[CH:26][N:27]=1)#[N:34].[C:43]([C:26]1[N:27]=[CH:28][CH:29]=[CH:30][C:25]=1[C:23]1[N:24]=[C:20]2[N:19]=[CH:18][CH:17]=[C:16]([C:8]3[CH:9]=[CH:10][C:11]([O:12][CH:13]([F:15])[F:14])=[C:6]([O:5][CH2:4][CH:1]4[CH2:3][CH2:2]4)[CH:7]=3)[N:21]2[N:22]=1)#[N:44]. Reactant: [CH:1]1([CH2:4][O:5][C:6]2[CH:7]=[C:8]([C:16]3[N:21]4[N:22]=[C:23]([C:25]5[CH:26]=[N+:27]([O-])[CH:28]=[CH:29][CH:30]=5)[N:24]=[C:20]4[N:19]=[CH:18][CH:17]=3)[CH:9]=[CH:10][C:11]=2[O:12][CH:13]([F:15])[F:14])[CH2:3][CH2:2]1.C[CH2:33][N:34](CC)CC.[Si]([C:43]#[N:44])(C)(C)C. (4) The catalyst class is: 3. Product: [F:1][CH:2]([F:11])[O:3][C:4]1[CH:5]=[CH:6][C:7]([NH:10][C:13]2[C:14](=[O:26])[N:15]([CH2:40][C:37]3[CH:38]=[CH:39][C:34]([NH:33][C:32](=[O:42])[O:31][C:27]([CH3:29])([CH3:28])[CH3:30])=[N:35][CH:36]=3)[S:16](=[O:25])(=[O:24])[C:17]=2[C:18]2[CH:23]=[CH:22][CH:21]=[CH:20][CH:19]=2)=[CH:8][CH:9]=1. Reactant: [F:1][CH:2]([F:11])[O:3][C:4]1[CH:9]=[CH:8][C:7]([NH2:10])=[CH:6][CH:5]=1.Cl[C:13]1[C:14](=[O:26])[NH:15][S:16](=[O:25])(=[O:24])[C:17]=1[C:18]1[CH:23]=[CH:22][CH:21]=[CH:20][CH:19]=1.[C:27]([O:31][C:32](=[O:42])[NH:33][C:34]1[CH:39]=[CH:38][C:37]([CH2:40]Br)=[CH:36][N:35]=1)([CH3:30])([CH3:29])[CH3:28].C(=O)([O-])[O-].[K+].[K+]. (5) Reactant: [O-]CC.[Na+].C(O)C.[C:8]1([CH3:28])[CH:13]=[CH:12][C:11]([C:14]([NH:16][CH:17]([C:23]([O:25][CH2:26][CH3:27])=[O:24])[C:18]([O:20][CH2:21][CH3:22])=[O:19])=[O:15])=[CH:10][CH:9]=1.[Br:29][C:30]1[CH:31]=[C:32]([CH:35]=[CH:36][CH:37]=1)[CH2:33]Br. Product: [Br:29][C:30]1[CH:37]=[CH:36][CH:35]=[C:32]([CH2:33][C:17]([C:23]([O:25][CH2:26][CH3:27])=[O:24])([C:18]([O:20][CH2:21][CH3:22])=[O:19])[NH:16][C:14]([C:11]2[CH:12]=[CH:13][C:8]([CH3:28])=[CH:9][CH:10]=2)=[O:15])[CH:31]=1. The catalyst class is: 8. (6) Reactant: [OH:1][CH:2]([C:15]1[CH:20]=[CH:19][CH:18]=[CH:17][N:16]=1)[CH:3]1[CH2:7][CH2:6][CH2:5][N:4]1C(OC(C)(C)C)=O.FC(F)(F)C(O)=O. Product: [N:16]1[CH:17]=[CH:18][CH:19]=[CH:20][C:15]=1[CH:2]([CH:3]1[CH2:7][CH2:6][CH2:5][NH:4]1)[OH:1]. The catalyst class is: 4. (7) Reactant: [Cl:1][CH2:2][C:3](Cl)=[O:4].[C:6]1([S:12][C:13]2[CH:18]=[CH:17][CH:16]=[CH:15][CH:14]=2)[CH:11]=[CH:10][CH:9]=[CH:8][CH:7]=1.[Al+3].[Cl-].[Cl-].[Cl-]. Product: [Cl:1][CH2:2][C:3]([C:16]1[CH:17]=[CH:18][C:13]([S:12][C:6]2[CH:11]=[CH:10][CH:9]=[CH:8][CH:7]=2)=[CH:14][CH:15]=1)=[O:4]. The catalyst class is: 2.